The task is: Predict which catalyst facilitates the given reaction.. This data is from Catalyst prediction with 721,799 reactions and 888 catalyst types from USPTO. (1) Reactant: [NH2:1][C:2]1[C:7]([N+:8]([O-])=O)=[C:6]([N:11]2[CH2:16][CH2:15][N:14]([CH2:17][C:18]([NH:20][C:21]3[S:22][CH:23]=[CH:24][N:25]=3)=[O:19])[CH2:13][CH2:12]2)[C:5]([Cl:26])=[CH:4][N:3]=1.[CH:27](=O)[C:28]1[CH:33]=[CH:32][CH:31]=[CH:30][CH:29]=1.S(S([O-])=O)([O-])=O.[Na+].[Na+]. Product: [Cl:26][C:5]1[C:6]([N:11]2[CH2:16][CH2:15][N:14]([CH2:17][C:18]([NH:20][C:21]3[S:22][CH:23]=[CH:24][N:25]=3)=[O:19])[CH2:13][CH2:12]2)=[C:7]2[N:8]=[C:27]([C:28]3[CH:33]=[CH:32][CH:31]=[CH:30][CH:29]=3)[NH:1][C:2]2=[N:3][CH:4]=1. The catalyst class is: 8. (2) Reactant: O[CH:2]=[C:3]1[C:11](=O)[C:10]2[N:9]([CH3:13])[N:8]=[C:7]([C:14]([O:16][CH2:17][CH3:18])=[O:15])[C:6]=2[CH2:5][C:4]1([CH3:20])[CH3:19].[Cl:21][C:22]1[CH:23]=[C:24]([NH:35][C:36]([NH2:38])=[NH:37])[CH:25]=[CH:26][C:27]=1[N:28]1[CH2:33][CH2:32][N:31]([CH3:34])[CH2:30][CH2:29]1. Product: [Cl:21][C:22]1[CH:23]=[C:24]([NH:35][C:36]2[N:38]=[CH:2][C:3]3[C:4]([CH3:20])([CH3:19])[CH2:5][C:6]4[C:7]([C:14]([O:16][CH2:17][CH3:18])=[O:15])=[N:8][N:9]([CH3:13])[C:10]=4[C:11]=3[N:37]=2)[CH:25]=[CH:26][C:27]=1[N:28]1[CH2:33][CH2:32][N:31]([CH3:34])[CH2:30][CH2:29]1. The catalyst class is: 391. (3) The catalyst class is: 10. Product: [CH2:1]([O:3][CH:4]([O:7][CH2:8][CH3:9])[CH2:5][NH:6][CH2:11][C:12]1[C:17]2[N:18]=[C:19]([NH:21][C:22](=[O:23])[O:24][C:25]([CH3:27])([CH3:26])[CH3:28])[S:20][C:16]=2[CH:15]=[CH:14][CH:13]=1)[CH3:2]. Reactant: [CH2:1]([O:3][CH:4]([O:7][CH2:8][CH3:9])[CH2:5][NH2:6])[CH3:2].Br[CH2:11][C:12]1[C:17]2[N:18]=[C:19]([N:21](C(OC(C)(C)C)=O)[C:22]([O:24][C:25]([CH3:28])([CH3:27])[CH3:26])=[O:23])[S:20][C:16]=2[CH:15]=[CH:14][CH:13]=1.C(=O)([O-])[O-].[K+].[K+].